Dataset: Peptide-MHC class I binding affinity with 185,985 pairs from IEDB/IMGT. Task: Regression. Given a peptide amino acid sequence and an MHC pseudo amino acid sequence, predict their binding affinity value. This is MHC class I binding data. (1) The peptide sequence is YYRYNLPTM. The MHC is HLA-A26:01 with pseudo-sequence HLA-A26:01. The binding affinity (normalized) is 0.0374. (2) The peptide sequence is IPRLGGMAF. The MHC is HLA-A02:01 with pseudo-sequence HLA-A02:01. The binding affinity (normalized) is 0.0847. (3) The peptide sequence is KSDPIMLLK. The MHC is HLA-A31:01 with pseudo-sequence HLA-A31:01. The binding affinity (normalized) is 0.168. (4) The peptide sequence is FVAAFDHFY. The MHC is HLA-B15:01 with pseudo-sequence HLA-B15:01. The binding affinity (normalized) is 0.671. (5) The peptide sequence is CVFKFIVAK. The binding affinity (normalized) is 0.0847. The MHC is HLA-B48:01 with pseudo-sequence HLA-B48:01. (6) The peptide sequence is MPVTHSSAAQ. The MHC is HLA-B35:01 with pseudo-sequence HLA-B35:01. The binding affinity (normalized) is 0.368.